Dataset: NCI-60 drug combinations with 297,098 pairs across 59 cell lines. Task: Regression. Given two drug SMILES strings and cell line genomic features, predict the synergy score measuring deviation from expected non-interaction effect. (1) Drug 1: C1CC(=O)NC(=O)C1N2C(=O)C3=CC=CC=C3C2=O. Drug 2: CC(C)CN1C=NC2=C1C3=CC=CC=C3N=C2N. Cell line: IGROV1. Synergy scores: CSS=-0.958, Synergy_ZIP=-0.542, Synergy_Bliss=-2.09, Synergy_Loewe=-8.45, Synergy_HSA=-2.81. (2) Drug 2: C1=NNC2=C1C(=O)NC=N2. Cell line: HS 578T. Synergy scores: CSS=4.31, Synergy_ZIP=-1.32, Synergy_Bliss=-1.23, Synergy_Loewe=0.869, Synergy_HSA=-0.436. Drug 1: CS(=O)(=O)CCNCC1=CC=C(O1)C2=CC3=C(C=C2)N=CN=C3NC4=CC(=C(C=C4)OCC5=CC(=CC=C5)F)Cl. (3) Synergy scores: CSS=-1.47, Synergy_ZIP=0.567, Synergy_Bliss=0.212, Synergy_Loewe=-2.83, Synergy_HSA=-2.67. Cell line: SNB-75. Drug 2: CCCCCOC(=O)NC1=NC(=O)N(C=C1F)C2C(C(C(O2)C)O)O. Drug 1: CC1=CC=C(C=C1)C2=CC(=NN2C3=CC=C(C=C3)S(=O)(=O)N)C(F)(F)F. (4) Drug 1: C1CC(=O)NC(=O)C1N2CC3=C(C2=O)C=CC=C3N. Drug 2: C1CNP(=O)(OC1)N(CCCl)CCCl. Cell line: CAKI-1. Synergy scores: CSS=3.97, Synergy_ZIP=0.877, Synergy_Bliss=5.84, Synergy_Loewe=-1.55, Synergy_HSA=0.685. (5) Drug 1: CC1=C(C(=O)C2=C(C1=O)N3CC4C(C3(C2COC(=O)N)OC)N4)N. Drug 2: C1CNP(=O)(OC1)N(CCCl)CCCl. Cell line: EKVX. Synergy scores: CSS=-0.193, Synergy_ZIP=-0.517, Synergy_Bliss=0.663, Synergy_Loewe=-6.55, Synergy_HSA=-1.00. (6) Drug 1: CN(CCCl)CCCl.Cl. Drug 2: CC(C)CN1C=NC2=C1C3=CC=CC=C3N=C2N. Cell line: MCF7. Synergy scores: CSS=2.17, Synergy_ZIP=-0.783, Synergy_Bliss=0.406, Synergy_Loewe=-1.14, Synergy_HSA=-1.08.